Dataset: Catalyst prediction with 721,799 reactions and 888 catalyst types from USPTO. Task: Predict which catalyst facilitates the given reaction. Product: [Cl:12][C:11]1[CH:10]=[C:9]2[C:4]([CH:5]([CH3:30])[CH2:6][CH2:7][N:8]2[C:13]2[C:17]3[CH2:18][N:19]([C:22](=[O:24])[CH3:23])[CH2:20][CH2:21][C:16]=3[N:15]([C@H:25]3[CH2:29][CH2:28][O:27][CH2:26]3)[N:14]=2)=[CH:3][C:2]=1[C:35]1[CH:34]=[N:33][N:32]([CH3:31])[CH:36]=1. The catalyst class is: 117. Reactant: Br[C:2]1[CH:3]=[C:4]2[C:9](=[CH:10][C:11]=1[Cl:12])[N:8]([C:13]1[C:17]3[CH2:18][N:19]([C:22](=[O:24])[CH3:23])[CH2:20][CH2:21][C:16]=3[N:15]([C@H:25]3[CH2:29][CH2:28][O:27][CH2:26]3)[N:14]=1)[CH2:7][CH2:6][CH:5]2[CH3:30].[CH3:31][N:32]1[CH:36]=[C:35](B2OC(C)(C)C(C)(C)O2)[CH:34]=[N:33]1.C(=O)([O-])[O-].[K+].[K+].